This data is from Reaction yield outcomes from USPTO patents with 853,638 reactions. The task is: Predict the reaction yield, written as a fraction of the theoretical maximum amount of product (1.0 means a 100% yield; for example, 0.34 means a 34% yield). (1) The reactants are C(O[C:4]1[CH2:9][CH2:8][CH2:7][C:6](=[O:10])[CH:5]=1)C.[F:11][C:12]1[CH:17]=[CH:16][C:15]([Mg]Br)=[CH:14][CH:13]=1.Cl. The catalyst is O1CCCC1.O. The product is [F:11][C:12]1[CH:17]=[CH:16][C:15]([C:4]2[CH2:9][CH2:8][CH2:7][C:6](=[O:10])[CH:5]=2)=[CH:14][CH:13]=1. The yield is 0.490. (2) The reactants are [O:1]=[C:2]([N:10]1[CH2:15][CH2:14][CH2:13][CH2:12][C@H:11]1[C:16]([O:18]CC)=[O:17])[C:3](=[O:9])[C:4]([CH3:8])([CH3:7])[CH2:5][CH3:6].[Li+].[OH-].Cl. The catalyst is CO. The product is [O:1]=[C:2]([N:10]1[CH2:15][CH2:14][CH2:13][CH2:12][C@H:11]1[C:16]([OH:18])=[O:17])[C:3](=[O:9])[C:4]([CH3:7])([CH3:8])[CH2:5][CH3:6]. The yield is 0.730.